Dataset: Full USPTO retrosynthesis dataset with 1.9M reactions from patents (1976-2016). Task: Predict the reactants needed to synthesize the given product. (1) Given the product [CH3:21][N:22]([CH2:24][C:19]1[C:13]2[C:14](=[N:15][CH:16]=[C:11]3[NH:10][C:9](=[O:20])[N:8]([C@H:3]4[CH2:4][CH2:5][CH2:6][CH2:7][C@H:2]4[CH3:1])[C:12]3=2)[NH:17][CH:18]=1)[CH3:23], predict the reactants needed to synthesize it. The reactants are: [CH3:1][C@@H:2]1[CH2:7][CH2:6][CH2:5][CH2:4][C@@H:3]1[N:8]1[C:12]2=[C:13]3[CH:19]=[CH:18][NH:17][C:14]3=[N:15][CH:16]=[C:11]2[NH:10][C:9]1=[O:20].[CH3:21][N+:22]([CH3:24])=[CH2:23].[I-]. (2) Given the product [Cl:1][C:2]1[N:7]=[C:6]([C:10]2[S:9][CH:13]=[CH:12][CH:11]=2)[CH:5]=[CH:4][N:3]=1, predict the reactants needed to synthesize it. The reactants are: [Cl:1][C:2]1[N:7]=[C:6](Cl)[CH:5]=[CH:4][N:3]=1.[S:9]1[CH:13]=[CH:12][CH:11]=[C:10]1B(O)O.C([O-])([O-])=O.[Cs+].[Cs+].